Predict the reactants needed to synthesize the given product. From a dataset of Full USPTO retrosynthesis dataset with 1.9M reactions from patents (1976-2016). The reactants are: Br[C:2]1[N:6]([CH3:7])[N:5]=[C:4]([N:8]2[C:12]([CH3:13])=[CH:11][CH:10]=[C:9]2[CH3:14])[CH:3]=1.[CH3:15][N:16]1[CH2:21][CH:20]=[C:19](B2OC(C)(C)C(C)(C)O2)[CH2:18][CH2:17]1.CN(C)C=O.C(=O)([O-])[O-].[Cs+].[Cs+]. Given the product [CH3:14][C:9]1[N:8]([C:4]2[CH:3]=[C:2]([C:19]3[CH2:20][CH2:21][N:16]([CH3:15])[CH2:17][CH:18]=3)[N:6]([CH3:7])[N:5]=2)[C:12]([CH3:13])=[CH:11][CH:10]=1, predict the reactants needed to synthesize it.